From a dataset of NCI-60 drug combinations with 297,098 pairs across 59 cell lines. Regression. Given two drug SMILES strings and cell line genomic features, predict the synergy score measuring deviation from expected non-interaction effect. (1) Drug 1: CCN(CC)CCCC(C)NC1=C2C=C(C=CC2=NC3=C1C=CC(=C3)Cl)OC. Drug 2: CC(C)CN1C=NC2=C1C3=CC=CC=C3N=C2N. Cell line: SNB-75. Synergy scores: CSS=14.7, Synergy_ZIP=-3.64, Synergy_Bliss=-5.09, Synergy_Loewe=-3.20, Synergy_HSA=-4.10. (2) Drug 1: CN1C(=O)N2C=NC(=C2N=N1)C(=O)N. Drug 2: CCCCC(=O)OCC(=O)C1(CC(C2=C(C1)C(=C3C(=C2O)C(=O)C4=C(C3=O)C=CC=C4OC)O)OC5CC(C(C(O5)C)O)NC(=O)C(F)(F)F)O. Cell line: UACC-257. Synergy scores: CSS=65.4, Synergy_ZIP=-0.0856, Synergy_Bliss=-0.275, Synergy_Loewe=-23.6, Synergy_HSA=0.336.